From a dataset of Peptide-MHC class II binding affinity with 134,281 pairs from IEDB. Regression. Given a peptide amino acid sequence and an MHC pseudo amino acid sequence, predict their binding affinity value. This is MHC class II binding data. (1) The peptide sequence is ELNLLDKRQFELYKR. The MHC is DRB1_1301 with pseudo-sequence DRB1_1301. The binding affinity (normalized) is 0.686. (2) The peptide sequence is IGRIAETILGYNPSA. The MHC is HLA-DPA10103-DPB10601 with pseudo-sequence HLA-DPA10103-DPB10601. The binding affinity (normalized) is 0.589. (3) The peptide sequence is ATISATPESATPFPH. The MHC is DRB3_0101 with pseudo-sequence DRB3_0101. The binding affinity (normalized) is 0.314.